This data is from Forward reaction prediction with 1.9M reactions from USPTO patents (1976-2016). The task is: Predict the product of the given reaction. (1) The product is: [CH3:14][C:15]1[CH:16]=[CH:17][C:18]([N+:23]([O-:25])=[O:24])=[C:19](/[CH:20]=[C:11](\[C:8]2[CH:9]=[N:10][C:5]([CH3:4])=[CH:6][CH:7]=2)/[C:12]#[N:13])[CH:22]=1. Given the reactants [Na].C[O-].[CH3:4][C:5]1[N:10]=[CH:9][C:8]([CH2:11][C:12]#[N:13])=[CH:7][CH:6]=1.[CH3:14][C:15]1[CH:16]=[CH:17][C:18]([N+:23]([O-:25])=[O:24])=[C:19]([CH:22]=1)[CH:20]=O, predict the reaction product. (2) Given the reactants CC(OI1(OC(C)=O)(OC(C)=O)OC(=O)C2C=CC=CC1=2)=O.[CH3:23][N:24]1[CH:28]=[C:27]([C:29]2[CH:30]=[C:31]([C:35]3([CH2:50][OH:51])[CH2:40][CH2:39][N:38]([C:41]4[N:49]=[CH:48][N:47]=[C:46]5[C:42]=4[N:43]=[CH:44][NH:45]5)[CH2:37][CH2:36]3)[CH:32]=[CH:33][CH:34]=2)[CH:26]=[N:25]1, predict the reaction product. The product is: [CH3:23][N:24]1[CH:28]=[C:27]([C:29]2[CH:30]=[C:31]([C:35]3([CH:50]=[O:51])[CH2:40][CH2:39][N:38]([C:41]4[N:49]=[CH:48][N:47]=[C:46]5[C:42]=4[N:43]=[CH:44][NH:45]5)[CH2:37][CH2:36]3)[CH:32]=[CH:33][CH:34]=2)[CH:26]=[N:25]1. (3) Given the reactants O[N:2]=[C:3]1[CH2:11][C:10]2[C:5](=[CH:6][CH:7]=[CH:8][C:9]=2[CH3:12])[C:4]1=[O:13].C1(C)C=CC(S(Cl)(=O)=[O:21])=CC=1.C(O)(=O)CC(CC(O)=O)(C(O)=O)O, predict the reaction product. The product is: [C:3]([CH2:11][C:10]1[C:9]([CH3:12])=[CH:8][CH:7]=[CH:6][C:5]=1[C:4]([OH:13])=[O:21])#[N:2]. (4) Given the reactants [Br:1][C:2]1[C:3]([CH3:23])=[C:4]([NH:8][CH2:9][C:10]2[CH:14]=[C:13]([C:15]([CH3:18])([CH3:17])[CH3:16])[S:12][C:11]=2[C:19]([O:21]C)=[O:20])[CH:5]=[CH:6][CH:7]=1.C1COCC1.CO.[OH-].[Li+], predict the reaction product. The product is: [Br:1][C:2]1[C:3]([CH3:23])=[C:4]([NH:8][CH2:9][C:10]2[CH:14]=[C:13]([C:15]([CH3:17])([CH3:18])[CH3:16])[S:12][C:11]=2[C:19]([OH:21])=[O:20])[CH:5]=[CH:6][CH:7]=1. (5) Given the reactants [OH:1][CH:2]1[CH2:7][CH2:6][N:5]([C:8]([N:10]2[CH2:15][CH:14]([C:16]3[CH:21]=[CH:20][C:19]([C:22]([F:25])([F:24])[F:23])=[CH:18][CH:17]=3)[CH2:13][CH:12]([C:26](O)=[O:27])[CH2:11]2)=[O:9])[CH2:4][CH2:3]1.[F:29][C:30]1[CH:31]=[C:32]([C:36](=[N:38]O)[NH2:37])[CH:33]=[CH:34][CH:35]=1, predict the reaction product. The product is: [F:29][C:30]1[CH:31]=[C:32]([C:36]2[N:38]=[C:26]([CH:12]3[CH2:13][CH:14]([C:16]4[CH:17]=[CH:18][C:19]([C:22]([F:24])([F:25])[F:23])=[CH:20][CH:21]=4)[CH2:15][N:10]([C:8]([N:5]4[CH2:6][CH2:7][CH:2]([OH:1])[CH2:3][CH2:4]4)=[O:9])[CH2:11]3)[O:27][N:37]=2)[CH:33]=[CH:34][CH:35]=1. (6) Given the reactants [Cl:1][CH2:2][CH2:3][C:4](O)([C:11]1[CH:16]=[CH:15][CH:14]=[CH:13][CH:12]=1)[CH2:5][C:6]([O:8][CH2:9][CH3:10])=[O:7].[CH2:18]([Si](C)(C)C)[CH:19]=[CH2:20], predict the reaction product. The product is: [Cl:1][CH2:2][CH2:3][C:4]([C:11]1[CH:16]=[CH:15][CH:14]=[CH:13][CH:12]=1)([CH2:20][CH:19]=[CH2:18])[CH2:5][C:6]([O:8][CH2:9][CH3:10])=[O:7]. (7) The product is: [CH3:1][N:2]([CH3:37])[C:3]1[CH:8]=[CH:7][C:6]([NH:9][C:10]([NH:12][N:13]=[CH:14][C:15]2[CH:16]=[CH:17][C:18]([C:21]3[N:25]=[CH:24][N:23]([C:26]4[CH:31]=[CH:30][C:29]([O:32][C:33]([F:34])([F:36])[F:35])=[CH:28][CH:27]=4)[N:22]=3)=[CH:19][CH:20]=2)=[SH:11][CH3:39])=[CH:5][CH:4]=1. Given the reactants [CH3:1][N:2]([CH3:37])[C:3]1[CH:8]=[CH:7][C:6]([NH:9][C:10]([NH:12]/[N:13]=[CH:14]/[C:15]2[CH:20]=[CH:19][C:18]([C:21]3[N:25]=[CH:24][N:23]([C:26]4[CH:31]=[CH:30][C:29]([O:32][C:33]([F:36])([F:35])[F:34])=[CH:28][CH:27]=4)[N:22]=3)=[CH:17][CH:16]=2)=[S:11])=[CH:5][CH:4]=1.I[CH3:39], predict the reaction product. (8) Given the reactants [C:1](=O)([O-])[O-].[K+].[K+].IC.[Cl:9][C:10]1[CH:11]=[CH:12][C:13]2[N:14]([N:16]=[C:17]([OH:30])[C:18]=2[CH2:19][C:20]2[N:25]=[C:24]([C:26]([O:28][CH3:29])=[O:27])[CH:23]=[CH:22][CH:21]=2)[CH:15]=1.[Cl-].[NH4+], predict the reaction product. The product is: [Cl:9][C:10]1[CH:11]=[CH:12][C:13]2[N:14]([N:16]=[C:17]([O:30][CH3:1])[C:18]=2[CH2:19][C:20]2[N:25]=[C:24]([C:26]([O:28][CH3:29])=[O:27])[CH:23]=[CH:22][CH:21]=2)[CH:15]=1. (9) Given the reactants [CH3:1][O:2][C:3](=[O:14])[C:4]1[CH:9]=[CH:8][C:7]([CH2:10]Br)=[C:6]([O:12][CH3:13])[CH:5]=1.C1N2CN3CN(C2)C[N:16]1C3.C(O)C.[ClH:28], predict the reaction product. The product is: [ClH:28].[CH3:1][O:2][C:3](=[O:14])[C:4]1[CH:9]=[CH:8][C:7]([CH2:10][NH2:16])=[C:6]([O:12][CH3:13])[CH:5]=1.